From a dataset of Forward reaction prediction with 1.9M reactions from USPTO patents (1976-2016). Predict the product of the given reaction. (1) Given the reactants C(N[C:9]([C:11]1[CH:12]=[CH:13][C:14]([Cl:38])=[C:15]([NH:17]C(C2C(=O)NC3N=C(N4CCN(C)CC4)N=CC=3C=2)=O)[CH:16]=1)=[O:10])C1C=CC=CC=1.[F:39][C:40]1[CH:47]=[CH:46][C:45]([F:48])=[CH:44][C:41]=1[CH2:42][NH2:43].C(N(CC)CC)C.CN(C)C=O, predict the reaction product. The product is: [NH2:17][C:15]1[CH:16]=[C:11]([CH:12]=[CH:13][C:14]=1[Cl:38])[C:9]([NH:43][CH2:42][C:41]1[CH:44]=[C:45]([F:48])[CH:46]=[CH:47][C:40]=1[F:39])=[O:10]. (2) Given the reactants [CH3:1][NH:2][C:3]1[CH:8]=[CH:7][C:6]([CH:9]2[CH2:27][N:13]3[C:14](=[O:26])[NH:15][C:16]4[CH:17]=[C:18]([C:22]([O:24][CH3:25])=[O:23])[CH:19]=[CH:20][C:21]=4[C:12]3=[N:11][CH2:10]2)=[CH:5][CH:4]=1.[F:28][C:29]1[CH:34]=[CH:33][C:32]([C:35]([F:38])([F:37])[F:36])=[CH:31][C:30]=1[N:39]=[C:40]=[O:41], predict the reaction product. The product is: [F:28][C:29]1[CH:34]=[CH:33][C:32]([C:35]([F:38])([F:37])[F:36])=[CH:31][C:30]=1[NH:39][C:40]([N:2]([CH3:1])[C:3]1[CH:8]=[CH:7][C:6]([CH:9]2[CH2:27][N:13]3[C:14](=[O:26])[NH:15][C:16]4[CH:17]=[C:18]([C:22]([O:24][CH3:25])=[O:23])[CH:19]=[CH:20][C:21]=4[C:12]3=[N:11][CH2:10]2)=[CH:5][CH:4]=1)=[O:41]. (3) Given the reactants [CH2:1]([O:5][C:6]([N:8]1[CH2:13][CH2:12][N:11]([C:14](=[O:44])[C@@H:15]([NH:25][C:26]([C:28]2[CH:32]=[C:31]([O:33][CH2:34][C:35](O)=[O:36])[N:30]([C:38]3[CH:43]=[CH:42][CH:41]=[CH:40][CH:39]=3)[N:29]=2)=[O:27])[CH2:16][CH2:17][C:18]([O:20][C:21]([CH3:24])([CH3:23])[CH3:22])=[O:19])[CH2:10][CH2:9]1)=[O:7])[CH2:2][CH2:3][CH3:4].C1C=CC2N(O)N=NC=2C=1.CCN(C(C)C)C(C)C.Cl.[CH2:65]([O:72][C:73](=[O:79])[C@@H:74]1[CH2:78][CH2:77][CH2:76][NH:75]1)[C:66]1[CH:71]=[CH:70][CH:69]=[CH:68][CH:67]=1, predict the reaction product. The product is: [CH2:1]([O:5][C:6]([N:8]1[CH2:13][CH2:12][N:11]([C:14](=[O:44])[C@@H:15]([NH:25][C:26]([C:28]2[CH:32]=[C:31]([O:33][CH2:34][C:35]([N:75]3[CH2:76][CH2:77][CH2:78][C@H:74]3[C:73]([O:72][CH2:65][C:66]3[CH:67]=[CH:68][CH:69]=[CH:70][CH:71]=3)=[O:79])=[O:36])[N:30]([C:38]3[CH:43]=[CH:42][CH:41]=[CH:40][CH:39]=3)[N:29]=2)=[O:27])[CH2:16][CH2:17][C:18]([O:20][C:21]([CH3:23])([CH3:24])[CH3:22])=[O:19])[CH2:10][CH2:9]1)=[O:7])[CH2:2][CH2:3][CH3:4]. (4) Given the reactants [Cl:1][C:2]1[C:3]([N:19]=[C:20]([C:27]2[CH:32]=[CH:31][CH:30]=[CH:29][CH:28]=2)[C:21]2[CH:26]=[CH:25][CH:24]=[CH:23][CH:22]=2)=[N:4][CH:5]=[CH:6][C:7]=1[O:8][C:9]1[CH:14]=[CH:13][C:12]([N+:15]([O-])=O)=[CH:11][C:10]=1[F:18].N#N.[H][H].[H][H], predict the reaction product. The product is: [NH2:15][C:12]1[CH:13]=[CH:14][C:9]([O:8][C:7]2[CH:6]=[CH:5][N:4]=[C:3]([N:19]=[C:20]([C:21]3[CH:26]=[CH:25][CH:24]=[CH:23][CH:22]=3)[C:27]3[CH:32]=[CH:31][CH:30]=[CH:29][CH:28]=3)[C:2]=2[Cl:1])=[C:10]([F:18])[CH:11]=1.